This data is from Reaction yield outcomes from USPTO patents with 853,638 reactions. The task is: Predict the reaction yield, written as a fraction of the theoretical maximum amount of product (1.0 means a 100% yield; for example, 0.34 means a 34% yield). The reactants are [C:1]1([CH:7]([C:31]2[CH:36]=[CH:35][CH:34]=[CH:33][CH:32]=2)[N:8]2[C:16]3[C:11](=[C:12]([F:17])[CH:13]=[CH:14][CH:15]=3)[C:10](O)([C:18]3[C:27]([OH:28])=[CH:26][C:21]4[O:22][CH2:23][CH2:24][O:25][C:20]=4[CH:19]=3)[C:9]2=[O:30])[CH:6]=[CH:5][CH:4]=[CH:3][CH:2]=1.FC(F)(F)C(O)=O.C([SiH](CC)CC)C. The catalyst is ClCCl. The product is [C:31]1([CH:7]([C:1]2[CH:2]=[CH:3][CH:4]=[CH:5][CH:6]=2)[N:8]2[C:16]3[C:11](=[C:12]([F:17])[CH:13]=[CH:14][CH:15]=3)[CH:10]([C:18]3[C:27]([OH:28])=[CH:26][C:21]4[O:22][CH2:23][CH2:24][O:25][C:20]=4[CH:19]=3)[C:9]2=[O:30])[CH:32]=[CH:33][CH:34]=[CH:35][CH:36]=1. The yield is 0.920.